Dataset: Full USPTO retrosynthesis dataset with 1.9M reactions from patents (1976-2016). Task: Predict the reactants needed to synthesize the given product. (1) The reactants are: O[CH:2]=[C:3]1[C:11]2[C:6](=[CH:7][CH:8]=[C:9]([C:12]([C:14]3[CH:15]=[C:16]([NH:20][C:21]([C:23]4[N:24]([CH2:29][CH3:30])[N:25]=[C:26]([CH3:28])[CH:27]=4)=[O:22])[CH:17]=[CH:18][CH:19]=3)=[O:13])[CH:10]=2)[NH:5][C:4]1=[O:31].[NH2:32][C:33]1[CH:38]=[CH:37][C:36]([CH2:39][C:40]([OH:42])=[O:41])=[CH:35][CH:34]=1. Given the product [CH2:29]([N:24]1[C:23]([C:21]([NH:20][C:16]2[CH:15]=[C:14]([CH:19]=[CH:18][CH:17]=2)[C:12]([C:9]2[CH:8]=[C:7]3[C:6](=[CH:11][CH:10]=2)[NH:5][C:4](=[O:31])[C:3]3=[CH:2][NH:32][C:33]2[CH:34]=[CH:35][C:36]([CH2:39][C:40]([OH:42])=[O:41])=[CH:37][CH:38]=2)=[O:13])=[O:22])=[CH:27][C:26]([CH3:28])=[N:25]1)[CH3:30], predict the reactants needed to synthesize it. (2) Given the product [CH3:12][O:11][C:9]1[CH:10]=[C:2]2[C:3]([C:4](=[O:6])[N:14]([CH3:13])[C:28]([C:27]3[CH:30]=[CH:31][C:24]([O:23][CH2:22][CH2:21][CH2:20][N:15]4[CH2:19][CH2:18][CH2:17][CH2:16]4)=[CH:25][CH:26]=3)=[N:1]2)=[CH:7][CH:8]=1, predict the reactants needed to synthesize it. The reactants are: [NH2:1][C:2]1[CH:10]=[C:9]([O:11][CH3:12])[CH:8]=[CH:7][C:3]=1[C:4]([OH:6])=O.[CH3:13][NH2:14].[N:15]1([CH2:20][CH2:21][CH2:22][O:23][C:24]2[CH:31]=[CH:30][C:27]([CH:28]=O)=[CH:26][CH:25]=2)[CH2:19][CH2:18][CH2:17][CH2:16]1. (3) Given the product [NH2:7][C:8]1[S:9][C:10]2[CH:16]=[C:15]([CH2:17][NH:18][C:32]([C:53]3[CH:55]=[CH:56][CH:57]=[C:58]([O:59][CH3:20])[N:54]=3)=[O:36])[CH:14]=[CH:13][C:11]=2[N:12]=1, predict the reactants needed to synthesize it. The reactants are: C(OC(=O)[NH:7][C:8]1[S:9][C:10]2[CH:16]=[C:15]([CH2:17][NH2:18])[CH:14]=[CH:13][C:11]=2[N:12]=1)(C)(C)C.[CH:20](N(CC)C(C)C)(C)C.CN([C:32]([O:36]N1N=NC2C=CC=NC1=2)=[N+](C)C)C.F[P-](F)(F)(F)(F)F.[CH3:53][N:54]1[C:58](=[O:59])[CH2:57][CH2:56][CH2:55]1. (4) Given the product [CH3:35][NH:36][C:11]([C:10]1[CH:9]=[C:8]2[C:3](=[C:2]([Cl:1])[C:15]=1[NH:14][C:13]([C:16]1[N:17]([C:25]3[C:30]([Cl:31])=[CH:29][CH:28]=[CH:27][N:26]=3)[N:18]=[C:19]([C:21]([F:22])([F:23])[F:24])[CH:20]=1)=[O:12])[N:4]=[C:5]([CH3:34])[C:6]([CH3:33])=[N:7]2)=[O:32], predict the reactants needed to synthesize it. The reactants are: [Cl:1][C:2]1[C:3]2[C:8]([CH:9]=[C:10]3[C:15]=1[N:14]=[C:13]([C:16]1[N:17]([C:25]4[C:30]([Cl:31])=[CH:29][CH:28]=[CH:27][N:26]=4)[N:18]=[C:19]([C:21]([F:24])([F:23])[F:22])[CH:20]=1)[O:12][C:11]3=[O:32])=[N:7][C:6]([CH3:33])=[C:5]([CH3:34])[N:4]=2.[CH3:35][NH2:36]. (5) Given the product [OH:5][C:6]1[C:7]2[CH:8]=[C:9]([CH:17]=[CH:18][C:19]([N:23]([CH3:22])[CH2:24][C:25]3[O:26][C:27]4[CH:34]=[CH:33][CH:32]=[CH:31][C:28]=4[C:29]=3[CH3:30])=[O:21])[CH:10]=[N:11][C:12]=2[NH:13][C:14](=[O:16])[CH:15]=1, predict the reactants needed to synthesize it. The reactants are: C(Cl)CCl.[OH:5][C:6]1[C:7]2[CH:8]=[C:9]([CH:17]=[CH:18][C:19]([OH:21])=O)[CH:10]=[N:11][C:12]=2[NH:13][C:14](=[O:16])[CH:15]=1.[CH3:22][NH:23][CH2:24][C:25]1[O:26][C:27]2[CH:34]=[CH:33][CH:32]=[CH:31][C:28]=2[C:29]=1[CH3:30].C1C=CC2N(O)N=NC=2C=1.CCN(C(C)C)C(C)C. (6) Given the product [CH2:31]([O:30][C@H:11]1[C@H:12]([O:22][CH2:23][C:24]2[CH:29]=[CH:28][CH:27]=[CH:26][CH:25]=2)[C@@H:13]([O:14][CH2:15][C:16]2[CH:21]=[CH:20][CH:19]=[CH:18][CH:17]=2)[CH:8]([C:5]2[CH:6]=[CH:7][C:2]([Cl:1])=[C:3]([CH2:47][Br:56])[CH:4]=2)[O:9][C@H:10]1[CH2:38][O:39][CH2:40][C:41]1[CH:46]=[CH:45][CH:44]=[CH:43][CH:42]=1)[C:32]1[CH:37]=[CH:36][CH:35]=[CH:34][CH:33]=1, predict the reactants needed to synthesize it. The reactants are: [Cl:1][C:2]1[CH:7]=[CH:6][C:5]([CH:8]2[C@H:13]([O:14][CH2:15][C:16]3[CH:21]=[CH:20][CH:19]=[CH:18][CH:17]=3)[C@@H:12]([O:22][CH2:23][C:24]3[CH:29]=[CH:28][CH:27]=[CH:26][CH:25]=3)[C@H:11]([O:30][CH2:31][C:32]3[CH:37]=[CH:36][CH:35]=[CH:34][CH:33]=3)[C@@H:10]([CH2:38][O:39][CH2:40][C:41]3[CH:46]=[CH:45][CH:44]=[CH:43][CH:42]=3)[O:9]2)=[CH:4][C:3]=1[CH2:47]O.N1C=CC=CC=1.P(Br)(Br)[Br:56]. (7) Given the product [ClH:39].[O:18]1[C:19]2[CH:24]=[CH:23][CH:22]=[CH:21][C:20]=2[C:16]([C:11]2[CH:12]=[CH:13][CH:14]=[CH:15][C:10]=2[CH:9]([CH2:25][C:26]2[CH:31]=[CH:30][C:29]([F:32])=[CH:28][CH:27]=2)[NH2:8])=[N:17]1, predict the reactants needed to synthesize it. The reactants are: C1(C(C2C=CC=CC=2)=[N:8][CH:9]([CH2:25][C:26]2[CH:31]=[CH:30][C:29]([F:32])=[CH:28][CH:27]=2)[C:10]2[CH:15]=[CH:14][CH:13]=[CH:12][C:11]=2[C:16]2[C:20]3[CH:21]=[CH:22][CH:23]=[CH:24][C:19]=3[O:18][N:17]=2)C=CC=CC=1.[ClH:39]. (8) Given the product [Cl:1][C:2]1[N:10]=[C:9]2[C:5]([N:6]=[CH:7][N:8]2[CH:11]2[CH2:15][CH2:14][CH2:13][CH2:12]2)=[C:4]([N:27]([CH:12]([CH3:13])[CH2:11][CH2:15][CH3:14])[C:24]2[CH:23]=[CH:22][CH:21]=[CH:26][CH:25]=2)[N:3]=1, predict the reactants needed to synthesize it. The reactants are: [Cl:1][C:2]1[N:10]=[C:9]2[C:5]([N:6]=[CH:7][N:8]2[CH:11]2[CH2:15][CH2:14][CH2:13][CH2:12]2)=[C:4](Cl)[N:3]=1.C([C:21]1[CH:26]=[CH:25][C:24]([NH2:27])=[CH:23][CH:22]=1)CCC.